Dataset: Forward reaction prediction with 1.9M reactions from USPTO patents (1976-2016). Task: Predict the product of the given reaction. (1) Given the reactants [BH4-].[Na+].[CH2:3]([C:5]1[CH:10]=[CH:9][C:8]([CH:11]2[CH2:16][N:15]([C:17]([N:19]3[CH2:24][CH2:23][O:22][CH2:21][CH2:20]3)=[O:18])[CH2:14][CH:13]([C:25](O)=[O:26])[CH2:12]2)=[CH:7][CH:6]=1)[CH3:4].Cl.O, predict the reaction product. The product is: [CH2:3]([C:5]1[CH:10]=[CH:9][C:8]([CH:11]2[CH2:12][CH:13]([CH2:25][OH:26])[CH2:14][N:15]([C:17]([N:19]3[CH2:20][CH2:21][O:22][CH2:23][CH2:24]3)=[O:18])[CH2:16]2)=[CH:7][CH:6]=1)[CH3:4]. (2) Given the reactants [Cl:1][C:2]1[CH:7]=[C:6]([Cl:8])[CH:5]=[C:4]([CH3:9])[C:3]=1[OH:10].C(=O)([O-])[O-].[Cs+].[Cs+].[Br:17][C:18]1[CH:19]=[C:20]([CH:28]=[CH:29][C:30]=1[C:31]1[CH:32]=[N:33][C:34](F)=[C:35]([Cl:37])[CH:36]=1)[C:21]([NH:23][S:24]([CH3:27])(=[O:26])=[O:25])=[O:22], predict the reaction product. The product is: [Br:17][C:18]1[CH:19]=[C:20]([CH:28]=[CH:29][C:30]=1[C:31]1[CH:32]=[N:33][C:34]([O:10][C:3]2[C:4]([CH3:9])=[CH:5][C:6]([Cl:8])=[CH:7][C:2]=2[Cl:1])=[C:35]([Cl:37])[CH:36]=1)[C:21]([NH:23][S:24]([CH3:27])(=[O:26])=[O:25])=[O:22]. (3) Given the reactants [C:1]([CH:5]1[N:14]2[C:9](=[CH:10][C:11](=[O:20])[C:12]([C:15]([O:17]CC)=[O:16])=[CH:13]2)[C:8]2[CH:21]=[C:22]([O:34][CH3:35])[C:23]([O:25][CH2:26][CH2:27][N:28]3[CH2:33][CH2:32][O:31][CH2:30][CH2:29]3)=[CH:24][C:7]=2[CH2:6]1)([CH3:4])([CH3:3])[CH3:2].CO.O[Li].O.[ClH:41], predict the reaction product. The product is: [ClH:41].[C:1]([CH:5]1[N:14]2[C:9](=[CH:10][C:11](=[O:20])[C:12]([C:15]([OH:17])=[O:16])=[CH:13]2)[C:8]2[CH:21]=[C:22]([O:34][CH3:35])[C:23]([O:25][CH2:26][CH2:27][N:28]3[CH2:29][CH2:30][O:31][CH2:32][CH2:33]3)=[CH:24][C:7]=2[CH2:6]1)([CH3:4])([CH3:2])[CH3:3].